From a dataset of Forward reaction prediction with 1.9M reactions from USPTO patents (1976-2016). Predict the product of the given reaction. (1) The product is: [ClH:30].[F:22][C:17]([F:23])([O:16][C:13]1[CH:12]=[CH:11][C:10]([NH:9][NH2:8])=[CH:15][CH:14]=1)[C:18]([F:19])([F:21])[F:20]. Given the reactants C1(C(C2C=CC=CC=2)=[N:8][NH:9][C:10]2[CH:15]=[CH:14][C:13]([O:16][C:17]([F:23])([F:22])[C:18]([F:21])([F:20])[F:19])=[CH:12][CH:11]=2)C=CC=CC=1.[ClH:30], predict the reaction product. (2) The product is: [OH:28][C@H:18]1[CH2:19][CH2:20][C@@:21]2([CH3:22])[C@@H:16]([CH2:15][CH2:14][C:13]3[C:12]4[C@:26]([CH3:27])([CH2:25][CH2:24][C:23]=32)[C@@H:9]([C@H:7]([CH3:8])[CH2:6][CH2:5][C:4]([OH:31])=[O:3])[CH2:10][CH:11]=4)[C:17]1([CH3:29])[CH3:30]. Given the reactants C([O:3][C:4](=[O:31])[CH2:5][CH2:6][C@H:7]([C@@H:9]1[C@:26]2([CH3:27])[C:12]([C:13]3[CH2:14][CH2:15][C@@H:16]4[C@:21]([C:23]=3[CH2:24][CH2:25]2)([CH3:22])[CH2:20][CH2:19][C@H:18]([OH:28])[C:17]4([CH3:30])[CH3:29])=[CH:11][CH2:10]1)[CH3:8])C, predict the reaction product.